Predict the reaction yield, written as a fraction of the theoretical maximum amount of product (1.0 means a 100% yield; for example, 0.34 means a 34% yield). From a dataset of Reaction yield outcomes from USPTO patents with 853,638 reactions. The reactants are [C:1]([O:5][C:6]([N:8]1[CH2:13][CH2:12][N:11]([C:14]2[CH:15]=[N:16][C:17]([N+:20]([O-])=O)=[CH:18][CH:19]=2)[CH2:10][CH:9]1[CH3:23])=[O:7])([CH3:4])([CH3:3])[CH3:2].[H][H]. The catalyst is [Pd]. The product is [C:1]([O:5][C:6]([N:8]1[CH2:13][CH2:12][N:11]([C:14]2[CH:15]=[N:16][C:17]([NH2:20])=[CH:18][CH:19]=2)[CH2:10][CH:9]1[CH3:23])=[O:7])([CH3:4])([CH3:2])[CH3:3]. The yield is 0.980.